Predict which catalyst facilitates the given reaction. From a dataset of Catalyst prediction with 721,799 reactions and 888 catalyst types from USPTO. Reactant: [CH3:1][O:2][CH2:3][CH2:4][N:5]([CH3:17])[C:6]1[CH:16]=[CH:15][C:9]([C:10]([O:12]CC)=[O:11])=[CH:8][CH:7]=1.[OH-].[Na+]. Product: [CH3:1][O:2][CH2:3][CH2:4][N:5]([CH3:17])[C:6]1[CH:16]=[CH:15][C:9]([C:10]([OH:12])=[O:11])=[CH:8][CH:7]=1. The catalyst class is: 5.